Dataset: Full USPTO retrosynthesis dataset with 1.9M reactions from patents (1976-2016). Task: Predict the reactants needed to synthesize the given product. (1) Given the product [CH2:1]([O:3][C:4]([C:6]1([C:9]2[CH:10]=[CH:11][C:12]([C:15]3[CH:16]=[CH:17][C:18]([C:21]4[S:22][C:23]([F:29])=[CH:36][C:35]=4[NH:32][C:33]([O:64][C@@H:62]([C:56]4[CH:57]=[CH:58][C:59]([F:61])=[CH:60][C:55]=4[F:54])[CH3:63])=[O:44])=[CH:19][CH:20]=3)=[CH:13][CH:14]=2)[CH2:8][CH2:7]1)=[O:5])[CH3:2], predict the reactants needed to synthesize it. The reactants are: [CH2:1]([O:3][C:4]([C:6]1([C:9]2[CH:14]=[CH:13][C:12]([C:15]3[CH:20]=[CH:19][C:18]([C:21]4[S:22][C:23]([F:29])=CC=4C(O)=O)=[CH:17][CH:16]=3)=[CH:11][CH:10]=2)[CH2:8][CH2:7]1)=[O:5])[CH3:2].C([N:32]([CH2:35][CH3:36])[CH2:33]C)C.C1(P(N=[N+]=[N-])(C2C=CC=CC=2)=[O:44])C=CC=CC=1.[F:54][C:55]1[CH:60]=[C:59]([F:61])[CH:58]=[CH:57][C:56]=1[C@H:62]([OH:64])[CH3:63].[Cl-].[NH4+]. (2) Given the product [Cl:1][C:2]1[CH:7]=[C:6]([F:8])[CH:5]=[CH:4][C:3]=1[C:9](=[N:22][OH:23])[CH2:10][C:11]1[CH:16]=[CH:15][C:14]([C:17]([F:20])([F:19])[F:18])=[CH:13][N:12]=1, predict the reactants needed to synthesize it. The reactants are: [Cl:1][C:2]1[CH:7]=[C:6]([F:8])[CH:5]=[CH:4][C:3]=1[C:9](=O)[CH2:10][C:11]1[CH:16]=[CH:15][C:14]([C:17]([F:20])([F:19])[F:18])=[CH:13][N:12]=1.[NH2:22][OH:23].C(N(CC)CC)C.C(O)C. (3) The reactants are: [N:1]1[CH:6]=[CH:5][CH:4]=[CH:3][C:2]=1[C:7]1[CH:11]=[C:10]([CH:12]2[CH2:17][CH2:16][N:15](C(OC(C)(C)C)=O)[CH2:14][CH2:13]2)[NH:9][N:8]=1.FC(F)(F)C(O)=O. Given the product [NH:15]1[CH2:14][CH2:13][CH:12]([C:10]2[CH:11]=[C:7]([C:2]3[CH:3]=[CH:4][CH:5]=[CH:6][N:1]=3)[NH:8][N:9]=2)[CH2:17][CH2:16]1, predict the reactants needed to synthesize it. (4) Given the product [CH2:12]([O:14][C:15](=[O:23])[C:16]1[CH:21]=[CH:20][C:19]([NH:22][C:4]2[C:5]3[N:6]([CH:8]=[CH:9][N:10]=3)[CH:7]=[C:2]([Br:1])[N:3]=2)=[CH:18][CH:17]=1)[CH3:13], predict the reactants needed to synthesize it. The reactants are: [Br:1][C:2]1[N:3]=[C:4](Br)[C:5]2[N:6]([CH:8]=[CH:9][N:10]=2)[CH:7]=1.[CH2:12]([O:14][C:15](=[O:23])[C:16]1[CH:21]=[CH:20][C:19]([NH2:22])=[CH:18][CH:17]=1)[CH3:13].CN(C)C(=O)C.C(=O)(O)[O-].[Na+]. (5) Given the product [CH3:1][C:2]1[CH:23]=[CH:22][CH:21]=[C:20]([CH3:24])[C:3]=1[CH2:4][NH:5][C:6]1[C:14]2[N:13]=[C:12]([CH3:15])[N:11]([CH3:16])[C:10]=2[CH:9]=[C:8]([C:17]([NH:26][CH3:25])=[O:18])[CH:7]=1, predict the reactants needed to synthesize it. The reactants are: [CH3:1][C:2]1[CH:23]=[CH:22][CH:21]=[C:20]([CH3:24])[C:3]=1[CH2:4][NH:5][C:6]1[C:14]2[N:13]=[C:12]([CH3:15])[N:11]([CH3:16])[C:10]=2[CH:9]=[C:8]([C:17](O)=[O:18])[CH:7]=1.[CH3:25][NH2:26].[Cl-].[NH4+]. (6) Given the product [CH3:1][O:2][CH2:3][O:4][C:5]1[CH:6]=[CH:7][C:8]2[N:34]=[CH:37][N:11]([C:12]3[S:16][C:15]([C:17]([O:19][CH3:20])=[O:18])=[C:14]([O:21][C@@H:22]([C:24]4[CH:29]=[CH:28][CH:27]=[CH:26][C:25]=4[C:30]([F:33])([F:32])[F:31])[CH3:23])[CH:13]=3)[C:9]=2[CH:10]=1, predict the reactants needed to synthesize it. The reactants are: [CH3:1][O:2][CH2:3][O:4][C:5]1[CH:6]=[CH:7][C:8]([N+:34]([O-])=O)=[C:9]([NH:11][C:12]2[S:16][C:15]([C:17]([O:19][CH3:20])=[O:18])=[C:14]([O:21][C@@H:22]([C:24]3[CH:29]=[CH:28][CH:27]=[CH:26][C:25]=3[C:30]([F:33])([F:32])[F:31])[CH3:23])[CH:13]=2)[CH:10]=1.[C:37]1(C)C=CC(S([O-])(=O)=O)=CC=1.[NH+]1C=CC=CC=1. (7) Given the product [N:14]1([CH2:2][CH2:3][O:4][C:5]2[CH:10]=[CH:9][C:8]([N+:11]([O-:13])=[O:12])=[CH:7][CH:6]=2)[CH2:19][CH2:18][CH2:17][CH2:16][CH2:15]1, predict the reactants needed to synthesize it. The reactants are: Cl[CH2:2][CH2:3][O:4][C:5]1[CH:10]=[CH:9][C:8]([N+:11]([O-:13])=[O:12])=[CH:7][CH:6]=1.[NH:14]1[CH2:19][CH2:18][CH2:17][CH2:16][CH2:15]1.